Dataset: NCI-60 drug combinations with 297,098 pairs across 59 cell lines. Task: Regression. Given two drug SMILES strings and cell line genomic features, predict the synergy score measuring deviation from expected non-interaction effect. (1) Drug 1: C1=NC(=NC(=O)N1C2C(C(C(O2)CO)O)O)N. Drug 2: C#CCC(CC1=CN=C2C(=N1)C(=NC(=N2)N)N)C3=CC=C(C=C3)C(=O)NC(CCC(=O)O)C(=O)O. Cell line: OVCAR3. Synergy scores: CSS=72.0, Synergy_ZIP=9.34, Synergy_Bliss=5.85, Synergy_Loewe=-23.1, Synergy_HSA=2.19. (2) Drug 1: C1=CC(=CC=C1CC(C(=O)O)N)N(CCCl)CCCl.Cl. Drug 2: CC(C)NC(=O)C1=CC=C(C=C1)CNNC.Cl. Cell line: RXF 393. Synergy scores: CSS=6.31, Synergy_ZIP=1.52, Synergy_Bliss=7.70, Synergy_Loewe=-0.332, Synergy_HSA=5.86. (3) Drug 1: CC1=C2C(C(=O)C3(C(CC4C(C3C(C(C2(C)C)(CC1OC(=O)C(C(C5=CC=CC=C5)NC(=O)OC(C)(C)C)O)O)OC(=O)C6=CC=CC=C6)(CO4)OC(=O)C)OC)C)OC. Drug 2: COC1=NC(=NC2=C1N=CN2C3C(C(C(O3)CO)O)O)N. Synergy scores: CSS=49.7, Synergy_ZIP=3.74, Synergy_Bliss=2.67, Synergy_Loewe=-4.21, Synergy_HSA=3.09. Cell line: OVCAR-5. (4) Drug 1: C1=CN(C(=O)N=C1N)C2C(C(C(O2)CO)O)O.Cl. Drug 2: C(CN)CNCCSP(=O)(O)O. Cell line: TK-10. Synergy scores: CSS=12.7, Synergy_ZIP=1.86, Synergy_Bliss=7.17, Synergy_Loewe=-8.71, Synergy_HSA=4.78.